This data is from Forward reaction prediction with 1.9M reactions from USPTO patents (1976-2016). The task is: Predict the product of the given reaction. The product is: [CH3:1][C:2]1([CH3:13])[O:6][CH:5]([CH2:7][O:8][CH2:9][CH2:10][CH2:11][NH2:12])[CH2:4][O:3]1. Given the reactants [CH3:1][C:2]1([CH3:13])[O:6][CH:5]([CH2:7][O:8][CH2:9][CH2:10][C:11]#[N:12])[CH2:4][O:3]1.[BH4-].[Na+].[OH-].[NH4+], predict the reaction product.